From a dataset of Experimentally validated miRNA-target interactions with 360,000+ pairs, plus equal number of negative samples. Binary Classification. Given a miRNA mature sequence and a target amino acid sequence, predict their likelihood of interaction. (1) The miRNA is hsa-miR-3688-3p with sequence UAUGGAAAGACUUUGCCACUCU. The protein sequence of the target gene is MTQNKLKLCSKANVYTEVPDGGWGWAVAVSFFFVEVFTYGIIKTFGVFFNDLMDSFNESNSRISWIISICVFVLTFSAPLATVLSNRFGHRLVVMLGGLLVSTGMVAASFSQEVSHMYVAIGIISGLGYCFSFLPTVTILSQYFGKRRSIVTAVASTGECFAVFAFAPAIMALKERIGWRYSLLFVGLLQLNIVIFGALLRPIFIRGPASPKIVIQENRKEAQYMLENEKTRTSIDSIDSGVELTTSPKNVPTHTNLELEPKADMQQVLVKTSPRPSEKKAPLLDFSILKEKSFICYALF.... Result: 1 (interaction). (2) The miRNA is mmu-miR-490-3p with sequence CAACCUGGAGGACUCCAUGCUG. The protein sequence of the target gene is MRAPGHAAIRWLFWMPLVCSVAMEQLQRDPTLDYHWDLWKKTHEKEYKDKNEEEVRRLIWEKNLKFIMIHNLEYSMGMHTYQVGMNDMGDMTNEEILCRMGALRIPRQSPKTVTFRSYSNRTLPDTVDWREKGCVTEVKYQGSCGACWAFSAVGALEGQLKLKTGKLISLSAQNLVDCSNEEKYGNKGCGGGYMTEAFQYIIDNGGIEADASYPYKATDEKCHYNSKNRAATCSRYIQLPFGDEDALKEAVATKGPVSVGIDASHSSFFFYKSGVYDDPSCTGNVNHGVLVVGYGTLDGK.... Result: 0 (no interaction). (3) The miRNA is hsa-miR-339-3p with sequence UGAGCGCCUCGACGACAGAGCCG. The protein sequence of the target gene is MLEDISEEDIWEYKSKRKPKRVDPNNGSKNILKSVEKATDGKYQSKRSRNRKRAAEAKEVKDHEVPLGNAGCQTSVASSQNSSCGDGIQQTQDKETTPGKLCRTQKSQHVSPKIRPVYDGYCPNCQMPFSSLIGQTPRWHVFECLDSPPRSETECPDGLLCTSTIPFHYKRYTHFLLAQSRAGDHPFSSPSPASGGSFSETKSGVLCSLEERWSSYQNQTDNSVSNDPLLMTQYFKKSPSLTEASEKISTHIQTSQQALQFTDFVENDKLVGVALRLANNSEHINLPLPENDFSDCEISY.... Result: 0 (no interaction). (4) The miRNA is mmu-miR-140-5p with sequence CAGUGGUUUUACCCUAUGGUAG. The protein sequence of the target gene is MAAVDSDVESLPRGGFRCCLCHVTTANRPSLDAHLGGRKHRHLVELRAARKAQGLRSVFVSGFPRDVDSAQLSEYFLAFGPVASVVMDKDKGVFAIVEMGDVGAREAVLSQSQHSLGGHRLRVRPREQKEFQSPASKSPKGAAPDSHQLAKALAEAADVGAQMIKLVGLRELSEAERQLRSLVVALMQEVFTEFFPGCVVHPFGSSINSFDVHGCDLDLFLDLGDLEEPQPVPKAPESPSLDSALASPLDPQALACTPASPPDSQPPASPQDSEALDFETPSSSLAPQTPDSALASETLA.... Result: 0 (no interaction). (5) The miRNA is hsa-miR-6768-5p with sequence CACACAGGAAAAGCGGGGCCCUG. The protein sequence of the target gene is MAAPAGGGGSAVSVLAPNGRRHTVKVTPSTVLLQVLEDTCRRQDFNPCEYDLKFQRSVLDLSLQWRFANLPNNAKLEMVPASRSREGPENMVRIALQLDDGSRLQDSFCSGQTLWELLSHFPQIRECLQHPGGATPVCVYTRDEVTGEAALRGTTLQSLGLTGGSATIRFVMKCYDPVGKTPGSLGSSASAGQAAASAPLPLESGELSRGDLSRPEDADTSGPCCEHTQEKQSTRAPAAAPFVPFSGGGQRLGGPPGPTRPLTSSSAKLPKSLSSPGGPSKPKKSKSGQDPQQEQEQERE.... Result: 0 (no interaction).